This data is from Full USPTO retrosynthesis dataset with 1.9M reactions from patents (1976-2016). The task is: Predict the reactants needed to synthesize the given product. (1) Given the product [Cl:1][C:2]1[CH:10]=[CH:9][C:5]([C:6]([N:29]([O:28][CH3:27])[CH3:30])=[O:7])=[CH:4][N:3]=1, predict the reactants needed to synthesize it. The reactants are: [Cl:1][C:2]1[CH:10]=[CH:9][C:5]([C:6](O)=[O:7])=[CH:4][N:3]=1.CN1CCOCC1.ClC(OCC(C)C)=O.Cl.[CH3:27][O:28][NH:29][CH3:30].C([O-])(O)=O.[Na+]. (2) Given the product [F:17][C:15]1[CH:16]=[C:11]([CH2:10][C@@H:9]([C:19]2[C:24]([C:25]3[CH:26]=[CH:27][C:28]([F:34])=[C:29]([CH:33]=3)[C:30]([NH2:32])=[O:31])=[CH:23][CH:22]=[CH:21][N:20]=2)[NH:8][C:48](=[O:49])[CH2:47][N:39]2[C:40]3[CH:41]4[CH2:46][CH:42]4[CH2:43][CH2:44][C:45]=3[C:37]([C:36]([F:51])([F:35])[F:52])=[N:38]2)[CH:12]=[C:13]([F:18])[CH:14]=1, predict the reactants needed to synthesize it. The reactants are: FC(F)(F)C(O)=O.[NH2:8][C@H:9]([C:19]1[C:24]([C:25]2[CH:26]=[CH:27][C:28]([F:34])=[C:29]([CH:33]=2)[C:30]([NH2:32])=[O:31])=[CH:23][CH:22]=[CH:21][N:20]=1)[CH2:10][C:11]1[CH:16]=[C:15]([F:17])[CH:14]=[C:13]([F:18])[CH:12]=1.[F:35][C:36]([F:52])([F:51])[C:37]1[C:45]2[CH2:44][CH2:43][CH:42]3[CH2:46][CH:41]3[C:40]=2[N:39]([CH2:47][C:48](O)=[O:49])[N:38]=1. (3) Given the product [CH3:6][N:7]1[C:11]([C:12]2[CH:17]=[CH:16][N:15]=[C:14]([NH:18][C:19]3[CH:24]=[CH:23][C:22]([NH:25][S:2]([CH3:1])(=[O:4])=[O:3])=[CH:21][CH:20]=3)[N:13]=2)=[CH:10][N:9]=[C:8]1[CH3:26], predict the reactants needed to synthesize it. The reactants are: [CH3:1][S:2](Cl)(=[O:4])=[O:3].[CH3:6][N:7]1[C:11]([C:12]2[CH:17]=[CH:16][N:15]=[C:14]([NH:18][C:19]3[CH:24]=[CH:23][C:22]([NH2:25])=[CH:21][CH:20]=3)[N:13]=2)=[CH:10][N:9]=[C:8]1[CH3:26].N1C=CC=CC=1.